This data is from Full USPTO retrosynthesis dataset with 1.9M reactions from patents (1976-2016). The task is: Predict the reactants needed to synthesize the given product. (1) Given the product [CH3:22][C:17]1([CH3:23])[C:18]([CH3:21])([CH3:20])[O:19][B:15]([C:2]2[CH:14]=[CH:13][C:5]([O:6][C:7]3[N:12]=[CH:11][CH:10]=[CH:9][N:8]=3)=[CH:4][CH:3]=2)[O:16]1, predict the reactants needed to synthesize it. The reactants are: I[C:2]1[CH:14]=[CH:13][C:5]([O:6][C:7]2[N:12]=[CH:11][CH:10]=[CH:9][N:8]=2)=[CH:4][CH:3]=1.[B:15]1([B:15]2[O:19][C:18]([CH3:21])([CH3:20])[C:17]([CH3:23])([CH3:22])[O:16]2)[O:19][C:18]([CH3:21])([CH3:20])[C:17]([CH3:23])([CH3:22])[O:16]1.ClCCl.C([O-])(=O)C.[K+]. (2) Given the product [CH:5]([C:4]1[CH:7]=[CH:8][C:9]([N+:10]([O-:12])=[O:11])=[C:2]([CH:3]=1)[O:1][CH:23]([CH3:24])[C:22]([O:21][CH3:20])=[O:26])=[O:6], predict the reactants needed to synthesize it. The reactants are: [OH:1][C:2]1[CH:3]=[C:4]([CH:7]=[CH:8][C:9]=1[N+:10]([O-:12])=[O:11])[CH:5]=[O:6].C1(O)C=CC=CC=1.[CH3:20][O:21][C:22](=[O:26])[CH:23](Br)[CH3:24].